Dataset: Reaction yield outcomes from USPTO patents with 853,638 reactions. Task: Predict the reaction yield, written as a fraction of the theoretical maximum amount of product (1.0 means a 100% yield; for example, 0.34 means a 34% yield). (1) The reactants are [CH2:1]([S:8](C1(C2C3C(=NC=CC=3)NC=2)C2C(=CC=CC=2)C(Br)=CN1)(=[O:10])=[O:9])[C:2]1[CH:7]=[CH:6][CH:5]=[CH:4][CH:3]=1.[NH:31]1[C:39]2[C:34](=[CH:35][CH:36]=[CH:37][N:38]=2)[CH:33]=[CH:32]1.[Br:40][C:41]1[C:50]2[C:45](=[CH:46][CH:47]=[CH:48][CH:49]=2)[CH:44]=[N:43][CH:42]=1. No catalyst specified. The product is [CH2:1]([S:8]([N:43]1[CH:42]=[C:41]([Br:40])[C:50]2[C:45](=[CH:46][CH:47]=[CH:48][CH:49]=2)[CH:44]1[C:33]1[C:34]2[C:39](=[N:38][CH:37]=[CH:36][CH:35]=2)[NH:31][CH:32]=1)(=[O:10])=[O:9])[C:2]1[CH:7]=[CH:6][CH:5]=[CH:4][CH:3]=1. The yield is 0.610. (2) The reactants are [C:1]([NH:4][C:5]1[C:10]([CH3:11])=[CH:9][C:8]([C:12]([F:19])([F:18])[C:13]([O:15][CH2:16][CH3:17])=[O:14])=[C:7]([F:20])[CH:6]=1)(=[O:3])[CH3:2].[N:21](OCCC(C)C)=O.C([O-])(=O)C.[K+].C(OC(=O)C)(=O)C.C1OCCOCCOCCOCCOCCOC1. The catalyst is C(Cl)(Cl)Cl. The product is [C:1]([N:4]1[C:5]2[C:10](=[CH:9][C:8]([C:12]([F:18])([F:19])[C:13]([O:15][CH2:16][CH3:17])=[O:14])=[C:7]([F:20])[CH:6]=2)[CH:11]=[N:21]1)(=[O:3])[CH3:2]. The yield is 0.550. (3) The reactants are Cl[C:2]1[CH:7]=[C:6]([C:8]2[CH:13]=[C:12]([Cl:14])[CH:11]=[CH:10][C:9]=2[Cl:15])[N:5]=[C:4]([NH2:16])[N:3]=1.[Cl:17][C:18]1[CH:24]=[CH:23][C:21]([NH2:22])=[CH:20][CH:19]=1. No catalyst specified. The product is [Cl:17][C:18]1[CH:24]=[CH:23][C:21]([NH:22][C:2]2[CH:7]=[C:6]([C:8]3[CH:13]=[C:12]([Cl:14])[CH:11]=[CH:10][C:9]=3[Cl:15])[N:5]=[C:4]([NH2:16])[N:3]=2)=[CH:20][CH:19]=1. The yield is 0.370. (4) The yield is 0.260. The product is [Cl:34][C:23]1[C:24]([C:26]2[C:31]([CH3:32])=[CH:30][C:29]([CH3:33])=[CH:28][N:27]=2)=[CH:25][C:20]([N:12]2[CH2:11][CH2:10][N:9]3[CH:14]=[C:6]([NH:5][C:3](=[O:4])[C:2]([F:15])([F:1])[F:16])[N:7]=[C:8]3[CH2:13]2)=[N:21][CH:22]=1. The reactants are [F:1][C:2]([F:16])([F:15])[C:3]([NH:5][C:6]1[N:7]=[C:8]2[CH2:13][NH:12][CH2:11][CH2:10][N:9]2[CH:14]=1)=[O:4].[F-].[Cs+].Cl[C:20]1[CH:25]=[C:24]([C:26]2[C:31]([CH3:32])=[CH:30][C:29]([CH3:33])=[CH:28][N:27]=2)[C:23]([Cl:34])=[CH:22][N:21]=1. The catalyst is CS(C)=O. (5) The reactants are [Cl:1][C:2]1[CH:7]=[CH:6][C:5]([C:8]2[C:9]3[C:25]([CH3:26])=[C:24]([CH3:27])[S:23][C:10]=3[C:11]3[C:21]([CH3:22])=[N:20][O:19][C:12]=3[C@H:13]([CH2:15][C:16](O)=[O:17])[N:14]=2)=[CH:4][CH:3]=1.[CH3:28][CH2:29][N:30](CC)CC.C(N)C.CN(C(ON1N=NC2C=CC=NC1=2)=[N+](C)C)C.F[P-](F)(F)(F)(F)F. The catalyst is C(Cl)Cl.CC#N.O. The product is [Cl:1][C:2]1[CH:7]=[CH:6][C:5]([C:8]2[C:9]3[C:25]([CH3:26])=[C:24]([CH3:27])[S:23][C:10]=3[C:11]3[C:21]([CH3:22])=[N:20][O:19][C:12]=3[C@H:13]([CH2:15][C:16]([NH:30][CH2:29][CH3:28])=[O:17])[N:14]=2)=[CH:4][CH:3]=1. The yield is 0.130. (6) The reactants are [F:1][C@:2]1([CH3:19])[C@H:6]([OH:7])[C@@H:5]([CH2:8][OH:9])[O:4][C@H:3]1[N:10]1[CH:15]=[CH:14][C:13]([NH:16][OH:17])=[N:12][C:11]1=[O:18].[C:20](Cl)(=[O:28])[CH2:21][CH2:22][CH2:23][CH2:24][CH2:25][CH2:26][CH3:27]. The catalyst is N1C=CC=CC=1. The product is [F:1][C@:2]1([CH3:19])[C@H:6]([OH:7])[C@@H:5]([CH2:8][OH:9])[O:4][C@H:3]1[N:10]1[CH:15]=[CH:14][C:13]([NH:16][O:17][C:20](=[O:28])[CH2:21][CH2:22][CH2:23][CH2:24][CH2:25][CH2:26][CH3:27])=[N:12][C:11]1=[O:18]. The yield is 0.370.